This data is from Reaction yield outcomes from USPTO patents with 853,638 reactions. The task is: Predict the reaction yield, written as a fraction of the theoretical maximum amount of product (1.0 means a 100% yield; for example, 0.34 means a 34% yield). (1) The reactants are [F:1][C:2]1[C:7]([CH3:8])=[CH:6][CH:5]=[CH:4][C:3]=1[CH2:9][CH2:10][C:11](O)=[O:12].B. The catalyst is C1COCC1. The product is [F:1][C:2]1[C:7]([CH3:8])=[CH:6][CH:5]=[CH:4][C:3]=1[CH2:9][CH2:10][CH2:11][OH:12]. The yield is 0.825. (2) The reactants are [C:1]([Si:5]([C:18]1[CH:23]=[CH:22][CH:21]=[CH:20][CH:19]=1)([C:12]1[CH:17]=[CH:16][CH:15]=[CH:14][CH:13]=1)[O:6][CH2:7][CH2:8][CH2:9][CH2:10][OH:11])([CH3:4])([CH3:3])[CH3:2].C1(P(C2C=CC=CC=2)C2C=CC=CC=2)C=CC=CC=1.O[N:44]1[C:48](=[O:49])[C:47]2=[CH:50][CH:51]=[CH:52][CH:53]=[C:46]2[C:45]1=[O:54].N(C(OCC)=O)=NC(OCC)=O. The catalyst is O1CCCC1. The product is [C:1]([Si:5]([C:12]1[CH:17]=[CH:16][CH:15]=[CH:14][CH:13]=1)([C:18]1[CH:23]=[CH:22][CH:21]=[CH:20][CH:19]=1)[O:6][CH2:7][CH2:8][CH2:9][CH2:10][O:11][N:44]1[C:48](=[O:49])[C:47]2[C:46](=[CH:53][CH:52]=[CH:51][CH:50]=2)[C:45]1=[O:54])([CH3:4])([CH3:2])[CH3:3]. The yield is 0.770.